Dataset: NCI-60 drug combinations with 297,098 pairs across 59 cell lines. Task: Regression. Given two drug SMILES strings and cell line genomic features, predict the synergy score measuring deviation from expected non-interaction effect. Drug 1: C1=CN(C=N1)CC(O)(P(=O)(O)O)P(=O)(O)O. Drug 2: C1CNP(=O)(OC1)N(CCCl)CCCl. Cell line: OVCAR-8. Synergy scores: CSS=-3.65, Synergy_ZIP=2.86, Synergy_Bliss=1.72, Synergy_Loewe=-4.65, Synergy_HSA=-4.63.